This data is from Full USPTO retrosynthesis dataset with 1.9M reactions from patents (1976-2016). The task is: Predict the reactants needed to synthesize the given product. Given the product [CH:24]1([N:21]2[CH2:22][CH2:23][N:18]([C:16](=[O:17])[CH2:15][N:2]3[CH2:3][CH2:4][C:5]4[C:9]5[CH:10]=[CH:11][CH:12]=[CH:13][C:8]=5[S:7][C:6]=4[CH2:1]3)[CH2:19][CH2:20]2)[CH2:27][CH2:26][CH2:25]1, predict the reactants needed to synthesize it. The reactants are: [CH2:1]1[C:6]2[S:7][C:8]3[CH:13]=[CH:12][CH:11]=[CH:10][C:9]=3[C:5]=2[CH2:4][CH2:3][NH:2]1.Cl[CH2:15][C:16]([N:18]1[CH2:23][CH2:22][N:21]([CH:24]2[CH2:27][CH2:26][CH2:25]2)[CH2:20][CH2:19]1)=[O:17].C([O-])([O-])=O.[K+].[K+].[Na+].[I-].